From a dataset of NCI-60 drug combinations with 297,098 pairs across 59 cell lines. Regression. Given two drug SMILES strings and cell line genomic features, predict the synergy score measuring deviation from expected non-interaction effect. (1) Synergy scores: CSS=16.6, Synergy_ZIP=-1.73, Synergy_Bliss=-1.01, Synergy_Loewe=-5.90, Synergy_HSA=1.30. Drug 1: C1CCC(C1)C(CC#N)N2C=C(C=N2)C3=C4C=CNC4=NC=N3. Drug 2: CC1=C(C(=O)C2=C(C1=O)N3CC4C(C3(C2COC(=O)N)OC)N4)N. Cell line: IGROV1. (2) Drug 1: C1=C(C(=O)NC(=O)N1)F. Drug 2: COC1=NC(=NC2=C1N=CN2C3C(C(C(O3)CO)O)O)N. Cell line: NCI-H322M. Synergy scores: CSS=31.7, Synergy_ZIP=2.07, Synergy_Bliss=2.49, Synergy_Loewe=-8.30, Synergy_HSA=2.03. (3) Drug 2: CS(=O)(=O)CCNCC1=CC=C(O1)C2=CC3=C(C=C2)N=CN=C3NC4=CC(=C(C=C4)OCC5=CC(=CC=C5)F)Cl. Synergy scores: CSS=26.7, Synergy_ZIP=4.20, Synergy_Bliss=8.84, Synergy_Loewe=8.82, Synergy_HSA=8.67. Drug 1: CC1=C(C(=CC=C1)Cl)NC(=O)C2=CN=C(S2)NC3=CC(=NC(=N3)C)N4CCN(CC4)CCO. Cell line: 786-0. (4) Drug 1: CCC1(CC2CC(C3=C(CCN(C2)C1)C4=CC=CC=C4N3)(C5=C(C=C6C(=C5)C78CCN9C7C(C=CC9)(C(C(C8N6C)(C(=O)OC)O)OC(=O)C)CC)OC)C(=O)OC)O.OS(=O)(=O)O. Drug 2: CC1CCC2CC(C(=CC=CC=CC(CC(C(=O)C(C(C(=CC(C(=O)CC(OC(=O)C3CCCCN3C(=O)C(=O)C1(O2)O)C(C)CC4CCC(C(C4)OC)O)C)C)O)OC)C)C)C)OC. Cell line: RPMI-8226. Synergy scores: CSS=-4.01, Synergy_ZIP=3.49, Synergy_Bliss=1.24, Synergy_Loewe=-2.70, Synergy_HSA=-5.41.